This data is from Reaction yield outcomes from USPTO patents with 853,638 reactions. The task is: Predict the reaction yield, written as a fraction of the theoretical maximum amount of product (1.0 means a 100% yield; for example, 0.34 means a 34% yield). The reactants are [CH2:1]([O:7][C:8]1[CH:26]=[CH:25][C:11]([C:12]([NH:14][C:15]2[CH:24]=[CH:23][C:18]([C:19](OC)=[O:20])=[CH:17][CH:16]=2)=[O:13])=[CH:10][CH:9]=1)[CH2:2][CH2:3][CH2:4][CH2:5][CH3:6].O.[NH2:28][NH2:29]. The catalyst is CCO. The product is [CH2:1]([O:7][C:8]1[CH:26]=[CH:25][C:11]([C:12]([NH:14][C:15]2[CH:24]=[CH:23][C:18]([C:19]([NH:28][NH2:29])=[O:20])=[CH:17][CH:16]=2)=[O:13])=[CH:10][CH:9]=1)[CH2:2][CH2:3][CH2:4][CH2:5][CH3:6]. The yield is 0.800.